Dataset: Reaction yield outcomes from USPTO patents with 853,638 reactions. Task: Predict the reaction yield, written as a fraction of the theoretical maximum amount of product (1.0 means a 100% yield; for example, 0.34 means a 34% yield). (1) The reactants are [Br:1][C:2]1[CH:17]=[CH:16][C:5]([CH2:6][CH:7]([CH2:13][CH:14]=O)[C:8]([O:10]CC)=O)=[C:4]([Cl:18])[CH:3]=1.Cl.[NH:20]1[C:28]2[CH2:27][CH:26]([NH2:29])[CH2:25][CH2:24][C:23]=2[CH:22]=[N:21]1.C(O[BH-](OC(=O)C)OC(=O)C)(=O)C.[Na+]. The catalyst is ClC(Cl)C. The product is [Br:1][C:2]1[CH:17]=[CH:16][C:5]([CH2:6][CH:7]2[CH2:13][CH2:14][N:29]([CH:26]3[CH2:27][C:28]4[C:23](=[CH:22][NH:21][N:20]=4)[CH2:24][CH2:25]3)[C:8]2=[O:10])=[C:4]([Cl:18])[CH:3]=1. The yield is 0.680. (2) The reactants are N12CCCN=C1CCC[CH2:3][CH2:2]2.[NH2:12][C:13]1[N:14]=[CH:15][C:16]([C:28]2[NH:32][N:31]=[C:30]([CH:33]3[CH2:38][CH2:37][N:36]([C:39]([O:41][C:42]([CH3:45])([CH3:44])[CH3:43])=[O:40])[CH2:35][CH2:34]3)[N:29]=2)=[N:17][C:18]=1[C:19]1[O:20][C:21]([C:24]([CH3:27])([CH3:26])[CH3:25])=[N:22][N:23]=1.ICC. The catalyst is O. The product is [NH2:12][C:13]1[N:14]=[CH:15][C:16]([C:28]2[N:32]([CH2:2][CH3:3])[N:31]=[C:30]([CH:33]3[CH2:38][CH2:37][N:36]([C:39]([O:41][C:42]([CH3:45])([CH3:44])[CH3:43])=[O:40])[CH2:35][CH2:34]3)[N:29]=2)=[N:17][C:18]=1[C:19]1[O:20][C:21]([C:24]([CH3:26])([CH3:27])[CH3:25])=[N:22][N:23]=1. The yield is 0.730. (3) The reactants are [Br:1][C:2]1[CH:3]=[C:4]([CH:8]([N:12]2[CH:16]=[C:15]([C:17]3[C:18]4[CH:25]=[CH:24][N:23](COCC[Si](C)(C)C)[C:19]=4[N:20]=[CH:21][N:22]=3)[CH:14]=[N:13]2)[CH2:9][C:10]#[N:11])[CH:5]=[N:6][CH:7]=1.C(Cl)Cl.C(O)(C(F)(F)F)=O.CO.C(N)CN. No catalyst specified. The product is [Br:1][C:2]1[CH:3]=[C:4]([CH:8]([N:12]2[CH:16]=[C:15]([C:17]3[C:18]4[CH:25]=[CH:24][NH:23][C:19]=4[N:20]=[CH:21][N:22]=3)[CH:14]=[N:13]2)[CH2:9][C:10]#[N:11])[CH:5]=[N:6][CH:7]=1. The yield is 0.714. (4) The reactants are [CH3:1][O:2][C:3]1[CH:8]=[CH:7][C:6]([C:9]2[CH:10]=[N:11][C:12]([NH:15][C:16]3[CH:33]=[CH:32][C:19]([O:20][CH2:21][CH2:22][N:23]4[CH2:28][CH2:27][CH:26]([C:29]([OH:31])=[O:30])[CH2:25][CH2:24]4)=[CH:18][CH:17]=3)=[N:13][CH:14]=2)=[CH:5][CH:4]=1.Cl[CH2:35][CH2:36]OC1C=CC(NC2N=CC(C3C=CC(OC)=CC=3)=CN=2)=CC=1.[I-].[Na+].N1CCC(C(OCC)=O)CC1. The catalyst is CN(C=O)C. The product is [CH2:35]([O:30][C:29]([CH:26]1[CH2:25][CH2:24][N:23]([CH2:22][CH2:21][O:20][C:19]2[CH:32]=[CH:33][C:16]([NH:15][C:12]3[N:11]=[CH:10][C:9]([C:6]4[CH:5]=[CH:4][C:3]([O:2][CH3:1])=[CH:8][CH:7]=4)=[CH:14][N:13]=3)=[CH:17][CH:18]=2)[CH2:28][CH2:27]1)=[O:31])[CH3:36]. The yield is 0.500. (5) The reactants are [O:1]1[C:5]2([CH2:10][CH2:9][CH2:8][CH2:7][CH2:6]2)[O:4][CH2:3][C@@H:2]1[C:11]1[N:15]=[C:14]([NH:16][C:17]2[N:22]=[CH:21][C:20]([S:23][CH2:24][CH2:25][C:26]([O:28][CH3:29])=O)=[CH:19][C:18]=2[O:30][C:31]2[C:32]([CH3:37])=[N:33][CH:34]=[CH:35][CH:36]=2)[S:13][N:12]=1.CC([O-])(C)C.[K+].BrCCCOC. The catalyst is C1COCC1.C(OCC)(=O)C. The product is [CH3:29][O:28][CH2:26][CH2:25][CH2:24][S:23][C:20]1[CH:19]=[C:18]([O:30][C:31]2[C:32]([CH3:37])=[N:33][CH:34]=[CH:35][CH:36]=2)[C:17]([NH:16][C:14]2[S:13][N:12]=[C:11]([C@H:2]3[CH2:3][O:4][C:5]4([CH2:10][CH2:9][CH2:8][CH2:7][CH2:6]4)[O:1]3)[N:15]=2)=[N:22][CH:21]=1. The yield is 0.830. (6) The reactants are [CH2:1]([O:3][C:4]([C:6]1[CH:7]=[C:8]2[C:13](=[CH:14][CH:15]=1)[NH:12][CH:11]([C:16]1[CH:21]=[C:20]([F:22])[CH:19]=[CH:18][C:17]=1[CH3:23])[C:10]([CH3:25])([CH3:24])[CH:9]2O)=[O:5])[CH3:2].FC(F)(F)C(O)=O. The catalyst is C([SiH](CC)CC)C. The product is [CH2:1]([O:3][C:4]([C:6]1[CH:7]=[C:8]2[C:13](=[CH:14][CH:15]=1)[NH:12][CH:11]([C:16]1[CH:21]=[C:20]([F:22])[CH:19]=[CH:18][C:17]=1[CH3:23])[C:10]([CH3:24])([CH3:25])[CH2:9]2)=[O:5])[CH3:2]. The yield is 0.190. (7) The reactants are [Br:1][C:2]1[CH:11]=[CH:10][C:9]2[C:4](=[CH:5][C:6]([O:12][CH:13]3[CH2:18][CH2:17][CH:16]([CH3:19])[CH2:15][CH2:14]3)=[CH:7][CH:8]=2)[CH:3]=1.[Cl:20]N1C(=O)CCC1=O.C(Cl)Cl. The catalyst is [Cl-].[Cl-].[Cl-].[Cl-].[Zr+4]. The product is [Br:1][C:2]1[CH:3]=[C:4]2[C:9]([CH:8]=[CH:7][C:6]([O:12][CH:13]3[CH2:18][CH2:17][CH:16]([CH3:19])[CH2:15][CH2:14]3)=[C:5]2[Cl:20])=[CH:10][CH:11]=1. The yield is 0.990.